Task: Predict which catalyst facilitates the given reaction.. Dataset: Catalyst prediction with 721,799 reactions and 888 catalyst types from USPTO (1) Reactant: [C:1]1([CH3:40])[CH:6]=[CH:5][C:4]([S:7]([CH2:10][CH2:11][O:12][C:13](=[O:39])[CH2:14][O:15][C:16]2[CH:21]=[CH:20][CH:19]=[CH:18][C:17]=2[O:22][CH2:23][C:24]([O:26][CH2:27][CH2:28][S:29]([C:32]2[CH:37]=[CH:36][C:35]([CH3:38])=[CH:34][CH:33]=2)(=[O:31])=[O:30])=[O:25])(=[O:9])=[O:8])=[CH:3][CH:2]=1.[Cl:41][S:42](O)(=[O:44])=[O:43]. Product: [C:35]1([CH3:38])[CH:36]=[CH:37][C:32]([S:29]([CH2:28][CH2:27][O:26][C:24](=[O:25])[CH2:23][O:22][C:17]2[CH:18]=[CH:19][C:20]([S:42]([Cl:41])(=[O:44])=[O:43])=[CH:21][C:16]=2[O:15][CH2:14][C:13]([O:12][CH2:11][CH2:10][S:7]([C:4]2[CH:5]=[CH:6][C:1]([CH3:40])=[CH:2][CH:3]=2)(=[O:9])=[O:8])=[O:39])(=[O:30])=[O:31])=[CH:33][CH:34]=1. The catalyst class is: 4. (2) Reactant: [Br:1][C:2]1[CH:10]=[CH:9][C:5]([C:6](Cl)=[O:7])=[CH:4][CH:3]=1.BrC1C=CC(C(O)=O)=CC=1.S(Cl)(Cl)=O.[CH2:25]([C:29]1[O:30][C:31]2[CH:37]=[CH:36][C:35]([NH:38][S:39]([CH3:42])(=[O:41])=[O:40])=[CH:34][C:32]=2[CH:33]=1)[CH2:26][CH2:27][CH3:28]. Product: [CH2:25]([C:29]1[O:30][C:31]2[CH:37]=[CH:36][C:35]([NH:38][S:39]([CH3:42])(=[O:40])=[O:41])=[CH:34][C:32]=2[C:33]=1[C:6](=[O:7])[C:5]1[CH:9]=[CH:10][C:2]([Br:1])=[CH:3][CH:4]=1)[CH2:26][CH2:27][CH3:28]. The catalyst class is: 4.